From a dataset of Catalyst prediction with 721,799 reactions and 888 catalyst types from USPTO. Predict which catalyst facilitates the given reaction. (1) Reactant: [C:1]([NH:7][C:8]1[CH:13]=[CH:12][CH:11]=[CH:10][N:9]=1)(=[O:6])[C:2]([CH3:5])([CH3:4])[CH3:3].C([Li])CCC.[I:19]I. Product: [I:19][C:13]1[C:8]([NH:7][C:1](=[O:6])[C:2]([CH3:5])([CH3:4])[CH3:3])=[N:9][CH:10]=[CH:11][CH:12]=1. The catalyst class is: 54. (2) Reactant: [OH:1][C:2]1[CH:7]=[CH:6][C:5]([CH2:8][CH2:9][C:10]([OH:12])=[O:11])=[CH:4][C:3]=1[O:13][CH3:14].C([O-])([O-])=O.[K+].[K+].[CH2:21](Br)[C:22]1[CH:27]=[CH:26][CH:25]=[CH:24][CH:23]=1.C(Cl)Cl. Product: [CH2:21]([O:11][C:10](=[O:12])[CH2:9][CH2:8][C:5]1[CH:6]=[CH:7][C:2]([O:1][CH2:8][C:5]2[CH:6]=[CH:7][CH:2]=[CH:3][CH:4]=2)=[C:3]([O:13][CH3:14])[CH:4]=1)[C:22]1[CH:27]=[CH:26][CH:25]=[CH:24][CH:23]=1. The catalyst class is: 21. (3) Reactant: [CH2:1]([O:3][C:4]([C:6]1[CH:7]=[C:8]2[C:13](=[CH:14][CH:15]=1)[O:12][CH2:11][CH2:10][CH2:9]2)=[O:5])[CH3:2].[CH3:16][O:17]C(Cl)Cl. Product: [CH2:1]([O:3][C:4]([C:6]1[CH:7]=[C:8]2[C:13](=[C:14]([CH:16]=[O:17])[CH:15]=1)[O:12][CH2:11][CH2:10][CH2:9]2)=[O:5])[CH3:2]. The catalyst class is: 2. (4) Reactant: N1C(Cl)=NC(Cl)=NC=1Cl.[F:10][C:11]1[CH:12]=[CH:13][C:14]([N+:20]([O-:22])=[O:21])=[C:15]([CH:19]=1)[C:16]([NH2:18])=O. Product: [F:10][C:11]1[CH:12]=[CH:13][C:14]([N+:20]([O-:22])=[O:21])=[C:15]([C:16]#[N:18])[CH:19]=1. The catalyst class is: 76. (5) Reactant: Cl[C:2]1[N:7]=[C:6]([NH2:8])[C:5]([CH3:9])=[CH:4][N:3]=1.[N:10]1([S:16]([C:19]2[CH:20]=[C:21]([NH2:25])[CH:22]=[CH:23][CH:24]=2)(=[O:18])=[O:17])[CH2:15][CH2:14][CH2:13][CH2:12][CH2:11]1. Product: [CH3:9][C:5]1[C:6]([NH2:8])=[N:7][C:2]([NH:25][C:21]2[CH:22]=[CH:23][CH:24]=[C:19]([S:16]([N:10]3[CH2:15][CH2:14][CH2:13][CH2:12][CH2:11]3)(=[O:18])=[O:17])[CH:20]=2)=[N:3][CH:4]=1. The catalyst class is: 15.